Dataset: Reaction yield outcomes from USPTO patents with 853,638 reactions. Task: Predict the reaction yield, written as a fraction of the theoretical maximum amount of product (1.0 means a 100% yield; for example, 0.34 means a 34% yield). The reactants are C([S:8][C:9]1[CH:18]=[C:17]2[C:12]([C:13]([C:19]3[CH:24]=[C:23]([CH3:25])[C:22]([Br:26])=[CH:21][C:20]=3[O:27][CH3:28])=[N:14][CH:15]=[N:16]2)=[CH:11][CH:10]=1)C1C=CC=CC=1.ClN1C(C)(C)C(=[O:37])N(Cl)C1=O.[F:40][C:41]1[C:46]([F:47])=[C:45]([F:48])[C:44]([F:49])=[C:43]([F:50])[C:42]=1[OH:51].C(N(CC)CC)C.[OH2:59]. The catalyst is C(O)(=O)C.C(Cl)Cl. The product is [Br:26][C:22]1[C:23]([CH3:25])=[CH:24][C:19]([C:13]2[C:12]3[C:17](=[CH:18][C:9]([S:8]([O:51][C:42]4[C:41]([F:40])=[C:46]([F:47])[C:45]([F:48])=[C:44]([F:49])[C:43]=4[F:50])(=[O:37])=[O:59])=[CH:10][CH:11]=3)[N:16]=[CH:15][N:14]=2)=[C:20]([O:27][CH3:28])[CH:21]=1. The yield is 0.880.